Dataset: CYP2C9 inhibition data for predicting drug metabolism from PubChem BioAssay. Task: Regression/Classification. Given a drug SMILES string, predict its absorption, distribution, metabolism, or excretion properties. Task type varies by dataset: regression for continuous measurements (e.g., permeability, clearance, half-life) or binary classification for categorical outcomes (e.g., BBB penetration, CYP inhibition). Dataset: cyp2c9_veith. (1) The drug is COCC(=O)N1CCC2(CC1)CN(C(=O)Nc1ccc(OC)cc1)C2. The result is 0 (non-inhibitor). (2) The molecule is O=C(O)CCCSc1ccccc1. The result is 0 (non-inhibitor). (3) The molecule is CC(=O)Nc1ccc(S(=O)(=O)NCC2CCC(C(=O)NCCC(C)C)CC2)cc1. The result is 0 (non-inhibitor).